From a dataset of Catalyst prediction with 721,799 reactions and 888 catalyst types from USPTO. Predict which catalyst facilitates the given reaction. (1) Reactant: [CH2:1]([O:3][CH:4]([O:10][CH2:11][CH3:12])[C:5]([O:7]CC)=[O:6])[CH3:2].[OH-].[Na+]. Product: [CH2:1]([O:3][CH:4]([O:10][CH2:11][CH3:12])[C:5]([OH:7])=[O:6])[CH3:2]. The catalyst class is: 8. (2) Reactant: F[C:2]1[CH:9]=[CH:8][C:5]([C:6]#[N:7])=[CH:4][CH:3]=1.Cl.[F:11][C@H:12]1[CH2:16][CH2:15][NH:14][CH2:13]1.C([O-])([O-])=O.[K+].[K+]. Product: [F:11][C@H:12]1[CH2:16][CH2:15][N:14]([C:2]2[CH:9]=[CH:8][C:5]([C:6]#[N:7])=[CH:4][CH:3]=2)[CH2:13]1. The catalyst class is: 10. (3) Reactant: [F:1][C:2]([F:7])([F:6])[C:3]([OH:5])=[O:4].[F:8][C:9]([F:14])([F:13])[C:10]([OH:12])=[O:11].[F:15][C:16]1[CH:21]=[CH:20][CH:19]=[C:18]([F:22])[C:17]=1[C:23]1[CH:24]=[CH:25][C:26]2[N:27]([C:29]([NH:32][C:33]3[CH:34]=[N:35][CH:36]=[CH:37][C:38]=3[C@H:39]3[CH2:44][CH2:43][CH2:42][C@@H:41]([N:45]4[C:53](=[O:54])[C:52]5[C:47](=[CH:48][CH:49]=[CH:50][CH:51]=5)[C:46]4=[O:55])[CH2:40]3)=[N:30][CH:31]=2)[N:28]=1.[F:56][C:57]([F:62])([F:61])[C:58]([OH:60])=[O:59].[F:63][C:64]([F:69])([F:68])[C:65]([OH:67])=[O:66].[F:70][C:71]1[CH:76]=[CH:75][CH:74]=[C:73]([F:77])[C:72]=1[C:78]1[CH:79]=[CH:80][C:81]2[N:82]([C:84]([NH:87][C:88]3[CH:89]=[N:90][CH:91]=[CH:92][C:93]=3[C@@H:94]3[CH2:99][CH2:98][CH2:97][C@H:96]([N:100]4C(=O)C5C(=CC=CC=5)C4=O)[CH2:95]3)=[N:85][CH:86]=2)[N:83]=1.CN. Product: [F:1][C:2]([F:7])([F:6])[C:3]([OH:5])=[O:4].[F:8][C:9]([F:14])([F:13])[C:10]([OH:12])=[O:11].[NH2:45][C@H:41]1[CH2:42][CH2:43][CH2:44][C@@H:39]([C:38]2[CH:37]=[CH:36][N:35]=[CH:34][C:33]=2[NH:32][C:29]2[N:27]3[N:28]=[C:23]([C:17]4[C:16]([F:15])=[CH:21][CH:20]=[CH:19][C:18]=4[F:22])[CH:24]=[CH:25][C:26]3=[CH:31][N:30]=2)[CH2:40]1.[NH2:100][C@@H:96]1[CH2:97][CH2:98][CH2:99][C@H:94]([C:93]2[CH:92]=[CH:91][N:90]=[CH:89][C:88]=2[NH:87][C:84]2[N:82]3[N:83]=[C:78]([C:72]4[C:71]([F:70])=[CH:76][CH:75]=[CH:74][C:73]=4[F:77])[CH:79]=[CH:80][C:81]3=[CH:86][N:85]=2)[CH2:95]1.[F:56][C:57]([F:62])([F:61])[C:58]([OH:60])=[O:59].[F:63][C:64]([F:69])([F:68])[C:65]([OH:67])=[O:66].[F:22][C:18]1[CH:19]=[CH:20][CH:21]=[C:16]([F:15])[C:17]=1[C:23]1[CH:24]=[CH:25][C:26]2[N:27]([C:29]([NH:32][C:33]3[CH:34]=[N:35][CH:36]=[CH:37][C:38]=3[C@@H:39]3[CH2:44][CH2:43][CH2:42][C@H:41]([N:45]4[C:46](=[O:55])[C:47]5[C:52](=[CH:51][CH:50]=[CH:49][CH:48]=5)[C:53]4=[O:54])[CH2:40]3)=[N:30][CH:31]=2)[N:28]=1. The catalyst class is: 14. (4) Reactant: [CH:1]([C:3]1[CH:12]=[CH:11][C:6]([C:7]([O:9][CH3:10])=[O:8])=[CH:5][C:4]=1[O:13][CH3:14])=[O:2].[CH3:15][Mg]Br.[Cl-].[NH4+]. Product: [OH:2][CH:1]([C:3]1[CH:12]=[CH:11][C:6]([C:7]([O:9][CH3:10])=[O:8])=[CH:5][C:4]=1[O:13][CH3:14])[CH3:15]. The catalyst class is: 1. (5) Reactant: [CH3:1][C:2]1[C:10]2[C:5](=[CH:6][CH:7]=[C:8]([S:11]([C:14]3[CH:19]=[CH:18][CH:17]=[CH:16][CH:15]=3)(=[O:13])=[O:12])[CH:9]=2)[N:4]([CH:20]2[CH2:25][CH2:24][N:23](C(OC(C)(C)C)=O)[CH2:22][CH2:21]2)[CH:3]=1.[ClH:33]. Product: [ClH:33].[CH3:1][C:2]1[C:10]2[C:5](=[CH:6][CH:7]=[C:8]([S:11]([C:14]3[CH:19]=[CH:18][CH:17]=[CH:16][CH:15]=3)(=[O:13])=[O:12])[CH:9]=2)[N:4]([CH:20]2[CH2:25][CH2:24][NH:23][CH2:22][CH2:21]2)[CH:3]=1. The catalyst class is: 12. (6) Reactant: [NH:1]([C:3]1[N:12]=[C:11]([C:13]([F:16])([F:15])[F:14])[CH:10]=[CH:9][C:4]=1[C:5]([O:7][CH3:8])=[O:6])[NH2:2].[C:17]1([N:23]=[C:24]=[O:25])[CH:22]=[CH:21][CH:20]=[CH:19][CH:18]=1. Product: [C:17]1([NH:23][C:24]([NH:2][NH:1][C:3]2[N:12]=[C:11]([C:13]([F:16])([F:14])[F:15])[CH:10]=[CH:9][C:4]=2[C:5]([O:7][CH3:8])=[O:6])=[O:25])[CH:22]=[CH:21][CH:20]=[CH:19][CH:18]=1. The catalyst class is: 7.